From a dataset of Full USPTO retrosynthesis dataset with 1.9M reactions from patents (1976-2016). Predict the reactants needed to synthesize the given product. (1) Given the product [C:17]([C:10]1[C:11]2[C:6](=[CH:5][C:4]([CH3:16])=[C:3]([O:2][CH3:1])[CH:12]=2)[C:7]([CH3:15])([CH3:14])[CH2:8][CH:9]=1)([CH3:20])([CH3:19])[CH3:18], predict the reactants needed to synthesize it. The reactants are: [CH3:1][O:2][C:3]1[CH:12]=[C:11]2[C:6]([C:7]([CH3:15])([CH3:14])[CH2:8][CH2:9][C:10]2=O)=[CH:5][C:4]=1[CH3:16].[C:17]([Mg]Cl)([CH3:20])([CH3:19])[CH3:18]. (2) Given the product [CH3:28][O:27][N:26]([CH3:25])[C:10](=[O:12])[CH2:9][NH:8][C:6](=[O:7])[O:5][C:1]([CH3:2])([CH3:3])[CH3:4], predict the reactants needed to synthesize it. The reactants are: [C:1]([O:5][C:6]([NH:8][CH2:9][C:10]([OH:12])=O)=[O:7])([CH3:4])([CH3:3])[CH3:2].C1N=CN(C(N2C=NC=C2)=O)C=1.[CH3:25][NH:26][O:27][CH3:28]. (3) Given the product [Cl:14][C:6]1[C:5]2[N:15]=[C:2]([NH2:1])[N:3]([CH2:16][CH2:17][CH2:18][Cl:22])[C:4]=2[C:13]2[CH:12]=[CH:11][CH:10]=[CH:9][C:8]=2[N:7]=1, predict the reactants needed to synthesize it. The reactants are: [NH2:1][C:2]1[N:3]([CH2:16][CH2:17][CH2:18]O)[C:4]2[C:13]3[CH:12]=[CH:11][CH:10]=[CH:9][C:8]=3[N:7]=[C:6]([Cl:14])[C:5]=2[N:15]=1.S(Cl)([Cl:22])=O. (4) Given the product [CH:36]1([NH:39][C:25]([C:23]2[CH:22]=[CH:21][CH:20]=[C:19]([C:16]3[CH:15]=[CH:14][C:13]([C@@H:11]([N:7]4[CH2:6][CH2:5][C@:4]([CH2:3][C:2]([OH:1])([CH3:34])[CH3:35])([C:28]5[CH:33]=[CH:32][CH:31]=[CH:30][CH:29]=5)[O:9][C:8]4=[O:10])[CH3:12])=[CH:18][CH:17]=3)[N:24]=2)=[O:26])[CH2:38][CH2:37]1, predict the reactants needed to synthesize it. The reactants are: [OH:1][C:2]([CH3:35])([CH3:34])[CH2:3][C@@:4]1([C:28]2[CH:33]=[CH:32][CH:31]=[CH:30][CH:29]=2)[O:9][C:8](=[O:10])[N:7]([C@H:11]([C:13]2[CH:18]=[CH:17][C:16]([C:19]3[N:24]=[C:23]([C:25](O)=[O:26])[CH:22]=[CH:21][CH:20]=3)=[CH:15][CH:14]=2)[CH3:12])[CH2:6][CH2:5]1.[CH:36]1([NH2:39])[CH2:38][CH2:37]1.